This data is from Reaction yield outcomes from USPTO patents with 853,638 reactions. The task is: Predict the reaction yield, written as a fraction of the theoretical maximum amount of product (1.0 means a 100% yield; for example, 0.34 means a 34% yield). (1) The reactants are [NH2:1][C:2]1[C:7]([N+:8]([O-:10])=[O:9])=[C:6]([N:11]2[CH2:16][CH2:15][N:14]([CH2:17][C:18](NC3SC=CN=3)=O)[CH2:13][CH2:12]2)[C:5]([Br:26])=[CH:4][N:3]=1.Br[C:28]1[C:29](Cl)=[C:30]([N+]([O-])=O)C(N)=N[CH:33]=1.CCN(C(C)C)C(C)C.Cl.C1(N2CCNCC2)C=CC=CC=1. The catalyst is C(O)(C)C. The product is [Br:26][C:5]1[C:6]([N:11]2[CH2:16][CH2:15][N:14]([C:17]3[CH:30]=[CH:29][CH:28]=[CH:33][CH:18]=3)[CH2:13][CH2:12]2)=[C:7]([N+:8]([O-:10])=[O:9])[C:2]([NH2:1])=[N:3][CH:4]=1. The yield is 0.910. (2) The catalyst is ClCCCl. The yield is 0.760. The product is [CH:2]([NH:23][C:24]1[CH:25]=[C:26]2[C:30](=[CH:31][CH:32]=1)[NH:29][N:28]=[CH:27]2)([CH3:4])[CH3:1]. The reactants are [CH3:1][C:2]([CH3:4])=O.C(O[BH-](OC(=O)C)OC(=O)C)(=O)C.[Na+].C(O)(=O)C.[NH2:23][C:24]1[CH:25]=[C:26]2[C:30](=[CH:31][CH:32]=1)[NH:29][N:28]=[CH:27]2. (3) The reactants are Br[C:2]1[CH:3]=[CH:4][C:5]([C:9]#[N:10])=[N:6][C:7]=1[CH3:8].[CH:11]1(B(O)O)[CH2:13][CH2:12]1.CC1(C)C2C(=C(P(C3C=CC=CC=3)C3C=CC=CC=3)C=CC=2)OC2C(P(C3C=CC=CC=3)C3C=CC=CC=3)=CC=CC1=2.C([O-])([O-])=O.[Cs+].[Cs+]. The catalyst is O1CCOCC1.C1C=CC(/C=C/C(/C=C/C2C=CC=CC=2)=O)=CC=1.C1C=CC(/C=C/C(/C=C/C2C=CC=CC=2)=O)=CC=1.C1C=CC(/C=C/C(/C=C/C2C=CC=CC=2)=O)=CC=1.[Pd].[Pd]. The product is [CH:11]1([C:2]2[CH:3]=[CH:4][C:5]([C:9]#[N:10])=[N:6][C:7]=2[CH3:8])[CH2:13][CH2:12]1. The yield is 0.750. (4) The reactants are [CH3:1][O:2][C:3]1[N:8]=[CH:7][C:6]([N:9]2[C:13]([C:14]3[CH:19]=[CH:18][CH:17]=[CH:16][N:15]=3)=[CH:12][C:11]([C:20]([OH:22])=O)=[N:10]2)=[CH:5][CH:4]=1.Cl.C(N=C=NCCCN(C)C)C.ON1C2C=CC=CC=2N=N1.[CH3:45][C:46]([NH2:50])([CH3:49])[CH2:47][OH:48]. The catalyst is ClCCl.O.C(N(CC)CC)C. The product is [OH:48][CH2:47][C:46]([NH:50][C:20]([C:11]1[CH:12]=[C:13]([C:14]2[CH:19]=[CH:18][CH:17]=[CH:16][N:15]=2)[N:9]([C:6]2[CH:7]=[N:8][C:3]([O:2][CH3:1])=[CH:4][CH:5]=2)[N:10]=1)=[O:22])([CH3:49])[CH3:45]. The yield is 0.660. (5) The reactants are [Cl:1][C:2]1[CH:7]=[CH:6][CH:5]=[CH:4][C:3]=1[C:8]1[CH:19]=[C:18]2[C:14]([C:15]([CH:21]=[CH2:22])=[CH:16][N:17]2[CH3:20])=[C:13]2[C:9]=1[C:10](=[O:24])[NH:11][C:12]2=[O:23].C[N+]1([O-])CCOCC1.CC(C)=O.[OH2:37].C[OH:39].O1CCCC1.C(OCC)(=O)C. The catalyst is O.C(OCC)(=O)C.O=[Os](=O)(=O)=O. The product is [Cl:1][C:2]1[CH:7]=[CH:6][CH:5]=[CH:4][C:3]=1[C:8]1[CH:19]=[C:18]2[C:14]([C:15]([CH:21]([OH:39])[CH2:22][OH:37])=[CH:16][N:17]2[CH3:20])=[C:13]2[C:9]=1[C:10](=[O:24])[NH:11][C:12]2=[O:23]. The yield is 0.820. (6) The reactants are Br[C:2]1[CH:11]=[CH:10][C:9]2[C:4](=[CH:5][CH:6]=[C:7]([CH3:12])[CH:8]=2)[CH:3]=1.[CH:13]([C:15]1[CH:20]=[CH:19][CH:18]=[CH:17][C:16]=1B(O)O)=[O:14].C(=O)([O-])[O-].[Na+].[Na+]. The catalyst is C(COC)OC. The product is [CH3:12][C:7]1[CH:8]=[C:9]2[C:4](=[CH:5][CH:6]=1)[CH:3]=[C:2]([C:16]1[CH:17]=[CH:18][CH:19]=[CH:20][C:15]=1[CH:13]=[O:14])[CH:11]=[CH:10]2. The yield is 0.910. (7) The reactants are [NH2:1][C@@H:2]1[C:11]2[C:6](=[CH:7][CH:8]=[CH:9][CH:10]=2)[C@H:5]([OH:12])[CH2:4][CH2:3]1.[H-].[Na+].F[C:16]1[CH:17]=[CH:18][C:19]2[N:20]([C:22]([CH2:25][N:26]3[CH2:31][CH2:30][N:29]([CH3:32])[CH2:28][CH2:27]3)=[N:23][N:24]=2)[CH:21]=1. The catalyst is CN(C=O)C. The product is [CH3:32][N:29]1[CH2:28][CH2:27][N:26]([CH2:25][C:22]2[N:20]3[CH:21]=[C:16]([O:12][C@H:5]4[C:6]5[C:11](=[CH:10][CH:9]=[CH:8][CH:7]=5)[C@@H:2]([NH2:1])[CH2:3][CH2:4]4)[CH:17]=[CH:18][C:19]3=[N:24][N:23]=2)[CH2:31][CH2:30]1. The yield is 0.500.